Dataset: Catalyst prediction with 721,799 reactions and 888 catalyst types from USPTO. Task: Predict which catalyst facilitates the given reaction. (1) Reactant: I[C:2]1[CH:15]=[CH:14][C:5]([NH:6][C:7](=[O:13])[O:8][C:9]([CH3:12])([CH3:11])[CH3:10])=[C:4]([CH3:16])[CH:3]=1.C([Li])CCC.[Cl:22][C:23]1[CH:28]=[CH:27][C:26]([C:29](=[O:34])[C:30]([F:33])([F:32])[F:31])=[CH:25][CH:24]=1.[Cl-].[NH4+]. Product: [Cl:22][C:23]1[CH:28]=[CH:27][C:26]([C:29]([C:2]2[CH:15]=[CH:14][C:5]([NH:6][C:7](=[O:13])[O:8][C:9]([CH3:12])([CH3:11])[CH3:10])=[C:4]([CH3:16])[CH:3]=2)([OH:34])[C:30]([F:32])([F:33])[F:31])=[CH:25][CH:24]=1. The catalyst class is: 282. (2) Reactant: [CH:1]1[C:6]2[S:7][C:8]3[CH:13]=[CH:12][CH:11]=[CH:10][C:9]=3[C:5]=2[CH:4]=[C:3]([C:14]([O:16]C)=[O:15])[N:2]=1.[OH-].[Na+]. Product: [CH:1]1[C:6]2[S:7][C:8]3[CH:13]=[CH:12][CH:11]=[CH:10][C:9]=3[C:5]=2[CH:4]=[C:3]([C:14]([OH:16])=[O:15])[N:2]=1. The catalyst class is: 24. (3) Reactant: [Br:1][C:2]1[CH:7]=[CH:6][C:5]([C:8]([C:10]2[CH:15]=[CH:14][C:13]([O:16][CH3:17])=[CH:12][CH:11]=2)=O)=[CH:4][CH:3]=1.C([SiH](CC)CC)C.[OH-].[Na+]. Product: [CH3:17][O:16][C:13]1[CH:12]=[CH:11][C:10]([CH2:8][C:5]2[CH:6]=[CH:7][C:2]([Br:1])=[CH:3][CH:4]=2)=[CH:15][CH:14]=1. The catalyst class is: 67. (4) Reactant: Cl.[N:2]1([CH2:8][CH2:9][CH2:10][C:11]([OH:13])=[O:12])[CH2:7][CH2:6][CH2:5][CH2:4][CH2:3]1.CCN(CC)CC.C1N=CN(C(N2C=NC=C2)=O)C=1.[CH3:33][O:34][C:35]1[CH:36]=[C:37]([C:41]2[CH:42]=[C:43]([NH2:46])[NH:44][N:45]=2)[CH:38]=[N:39][CH:40]=1. Product: [CH:11]([OH:13])=[O:12].[CH3:33][O:34][C:35]1[CH:36]=[C:37]([C:41]2[CH:42]=[C:43]([NH:46][C:11](=[O:13])[CH2:10][CH2:9][CH2:8][N:2]3[CH2:3][CH2:4][CH2:5][CH2:6][CH2:7]3)[NH:44][N:45]=2)[CH:38]=[N:39][CH:40]=1. The catalyst class is: 26.